Dataset: Reaction yield outcomes from USPTO patents with 853,638 reactions. Task: Predict the reaction yield, written as a fraction of the theoretical maximum amount of product (1.0 means a 100% yield; for example, 0.34 means a 34% yield). (1) The reactants are Br[C:2]1[C:11]2[C:6](=[CH:7][CH:8]=[C:9]([OH:12])[CH:10]=2)[C:5](=[O:13])[N:4]([C:14]2[CH:19]=[CH:18][C:17]([OH:20])=[CH:16][CH:15]=2)[CH:3]=1.C(=O)([O-])[O-].[K+].[K+].[CH3:27][NH:28][S:29]([C:32]1[CH:37]=[CH:36][C:35](B2OC(C)(C)C(C)(C)O2)=[CH:34][CH:33]=1)(=[O:31])=[O:30]. The catalyst is C1C=CC([P]([Pd]([P](C2C=CC=CC=2)(C2C=CC=CC=2)C2C=CC=CC=2)([P](C2C=CC=CC=2)(C2C=CC=CC=2)C2C=CC=CC=2)[P](C2C=CC=CC=2)(C2C=CC=CC=2)C2C=CC=CC=2)(C2C=CC=CC=2)C2C=CC=CC=2)=CC=1. The product is [OH:12][C:9]1[CH:10]=[C:11]2[C:6](=[CH:7][CH:8]=1)[C:5](=[O:13])[N:4]([C:14]1[CH:19]=[CH:18][C:17]([OH:20])=[CH:16][CH:15]=1)[CH:3]=[C:2]2[C:35]1[CH:34]=[CH:33][C:32]([S:29]([NH:28][CH3:27])(=[O:30])=[O:31])=[CH:37][CH:36]=1. The yield is 0.614. (2) The reactants are Cl[C:2]1[N:7]2[N:8]=[C:9]([CH3:11])[CH:10]=[C:6]2[N:5]=[C:4]([NH:12][C:13](=[O:24])[C:14]2[CH:19]=[CH:18][C:17]([C:20]([OH:23])([CH3:22])[CH3:21])=[CH:16][CH:15]=2)[CH:3]=1.[S:25]1[CH:29]=[CH:28][C:27]2[CH:30]=[C:31](B(O)O)[CH:32]=[CH:33][C:26]1=2.O1CCOCC1. The catalyst is CO.C1(P(C2C=CC=CC=2)[C-]2C=CC=C2)C=CC=CC=1.[C-]1(P(C2C=CC=CC=2)C2C=CC=CC=2)C=CC=C1.[Fe+2].Cl[Pd]Cl. The product is [S:25]1[CH:29]=[CH:28][C:27]2[CH:30]=[C:31]([C:2]3[N:7]4[N:8]=[C:9]([CH3:11])[CH:10]=[C:6]4[N:5]=[C:4]([NH:12][C:13](=[O:24])[C:14]4[CH:19]=[CH:18][C:17]([C:20]([OH:23])([CH3:22])[CH3:21])=[CH:16][CH:15]=4)[CH:3]=3)[CH:32]=[CH:33][C:26]1=2. The yield is 0.360. (3) The reactants are [O:1]=[O+][O-].C([C:6](=P(C1C=CC=CC=1)(C1C=CC=CC=1)C1C=CC=CC=1)[C:7]([C@@H:9]([NH:14][C:15](=[O:29])[O:16][C:17]1([CH2:22][C:23]2[CH:28]=[CH:27][CH:26]=[CH:25][CH:24]=2)[CH2:21][CH2:20][CH2:19][CH2:18]1)[CH2:10][CH2:11][CH2:12][CH3:13])=[O:8])#N.[CH3:49][C@H:50]([NH2:57])[C:51]1[CH:56]=[CH:55][CH:54]=[CH:53][CH:52]=1. The catalyst is ClCCl. The product is [O:1]=[C:6]([NH:57][C@@H:50]([C:51]1[CH:56]=[CH:55][CH:54]=[CH:53][CH:52]=1)[CH3:49])[C:7]([C@@H:9]([NH:14][C:15](=[O:29])[O:16][C:17]1([CH2:22][C:23]2[CH:28]=[CH:27][CH:26]=[CH:25][CH:24]=2)[CH2:21][CH2:20][CH2:19][CH2:18]1)[CH2:10][CH2:11][CH2:12][CH3:13])=[O:8]. The yield is 0.150.